This data is from Full USPTO retrosynthesis dataset with 1.9M reactions from patents (1976-2016). The task is: Predict the reactants needed to synthesize the given product. (1) Given the product [F:22][C:21]([F:23])([F:24])[O:20][C:16]1[CH:15]=[C:14]([N:4]2[CH2:5][CH2:6][N:1]([CH2:7][C:8]([O:10][CH2:11][CH3:12])=[O:9])[CH2:2][CH2:3]2)[CH:19]=[CH:18][CH:17]=1, predict the reactants needed to synthesize it. The reactants are: [N:1]1([CH2:7][C:8]([O:10][CH2:11][CH3:12])=[O:9])[CH2:6][CH2:5][NH:4][CH2:3][CH2:2]1.Br[C:14]1[CH:19]=[CH:18][CH:17]=[C:16]([O:20][C:21]([F:24])([F:23])[F:22])[CH:15]=1.C([O-])([O-])=O.[Cs+].[Cs+]. (2) Given the product [Cl:17][C:16]1[C:11]([CH2:10][NH:9][C:7]([C:4]2([NH:3][C:40](=[O:41])[C:39]([F:50])([F:49])[F:38])[CH2:5][CH2:6]2)=[O:8])=[N:12][CH:13]=[C:14]([C:18]2[CH:23]=[CH:22][CH:21]=[C:20]([F:24])[C:19]=2[C:25]2[N:26]=[N:27][N:28]([CH3:30])[N:29]=2)[CH:15]=1, predict the reactants needed to synthesize it. The reactants are: [Cl-].[Cl-].[NH3+:3][C:4]1([C:7]([NH:9][CH2:10][C:11]2[C:16]([Cl:17])=[CH:15][C:14]([C:18]3[CH:23]=[CH:22][CH:21]=[C:20]([F:24])[C:19]=3[C:25]3[N:26]=[N:27][N:28]([CH3:30])[N:29]=3)=[CH:13][NH+:12]=2)=[O:8])[CH2:6][CH2:5]1.C(N(CC)CC)C.[F:38][C:39]([F:50])([F:49])[C:40](O[C:40](=[O:41])[C:39]([F:50])([F:49])[F:38])=[O:41].